From a dataset of Full USPTO retrosynthesis dataset with 1.9M reactions from patents (1976-2016). Predict the reactants needed to synthesize the given product. Given the product [O:19]=[C:18]1[N:12]([CH2:11][C:8]2[CH:9]=[CH:10][C:5]([C:3]([O:2][CH3:1])=[O:4])=[CH:6][CH:7]=2)[CH2:13][CH2:14][NH:15][CH2:16][CH2:17]1, predict the reactants needed to synthesize it. The reactants are: [CH3:1][O:2][C:3]([C:5]1[CH:10]=[CH:9][C:8]([CH2:11][N:12]2[C:18](=[O:19])[CH2:17][CH2:16][N:15](C(OC(C)(C)C)=O)[CH2:14][CH2:13]2)=[CH:7][CH:6]=1)=[O:4].Cl.